This data is from Retrosynthesis with 50K atom-mapped reactions and 10 reaction types from USPTO. The task is: Predict the reactants needed to synthesize the given product. (1) Given the product CC(=NNc1cccc(F)c1)c1cccs1, predict the reactants needed to synthesize it. The reactants are: CC(=O)c1cccs1.NNc1cccc(F)c1. (2) Given the product COc1ccccc1-c1nc(C2CC(C)(C)OC(C)(C)C2)cn1S(=O)(=O)C1CC1, predict the reactants needed to synthesize it. The reactants are: COc1ccccc1-c1nc(C2CC(C)(C)OC(C)(C)C2)c[nH]1.O=S(=O)(Cl)C1CC1. (3) Given the product CCCOc1ccc2c(CCC3CCN(Cc4ccccc4)CC3)noc2c1CN(C)C, predict the reactants needed to synthesize it. The reactants are: CCCOc1ccc2c(CCC3CCNCC3)noc2c1CN(C)C.O=Cc1ccccc1. (4) The reactants are: CC(=O)Cl.NC(=O)c1ccsc1N. Given the product CC(=O)Nc1sccc1C(N)=O, predict the reactants needed to synthesize it. (5) The reactants are: NCCc1ccc(Br)cc1.O=[N+]([O-])c1ccccc1S(=O)(=O)Cl. Given the product O=[N+]([O-])c1ccccc1S(=O)(=O)NCCc1ccc(Br)cc1, predict the reactants needed to synthesize it. (6) Given the product O=C(Nc1nc2cccc(NC3CCCC(O)C3)n2n1)c1cccnc1, predict the reactants needed to synthesize it. The reactants are: NC1CCCC(O)C1.O=C(Nc1nc2cccc(Cl)n2n1)c1cccnc1. (7) Given the product CC(=O)N1c2ccc(NC(=O)c3cccc(C)c3Br)cc2C(C)(c2ccccc2)CC1(C)C, predict the reactants needed to synthesize it. The reactants are: CC(=O)N1c2ccc(N)cc2C(C)(c2ccccc2)CC1(C)C.Cc1cccc(C(=O)O)c1Br.